This data is from Forward reaction prediction with 1.9M reactions from USPTO patents (1976-2016). The task is: Predict the product of the given reaction. (1) Given the reactants [ClH:1].Cl.CN[C@@H]1CCCN(C2CCCCC2(C(C2C=CC=C(OC(F)(F)F)C=2)C)O)C1.[OH:31][C:32]1([CH:38]([C:55]2[CH:60]=[CH:59][CH:58]=[C:57]([O:61][C:62]([F:65])([F:64])[F:63])[CH:56]=2)[C:39]([N:41]2[CH2:46][CH2:45][CH2:44][C@@H:43]([NH:47][C:48](=O)OC(C)(C)C)[CH2:42]2)=O)[CH2:37][CH2:36][CH2:35][CH2:34][CH2:33]1, predict the reaction product. The product is: [ClH:1].[ClH:1].[CH3:48][NH:47][C@@H:43]1[CH2:44][CH2:45][CH2:46][N:41]([CH2:39][CH:38]([C:32]2([OH:31])[CH2:33][CH2:34][CH2:35][CH2:36][CH2:37]2)[C:55]2[CH:60]=[CH:59][CH:58]=[C:57]([O:61][C:62]([F:63])([F:64])[F:65])[CH:56]=2)[CH2:42]1. (2) The product is: [CH3:7][S:4]([CH2:3][CH2:2][N:14]1[CH2:13][CH2:12][N:11]([C:21]2[CH:22]=[CH:23][C:24]([N+:27]([O-:29])=[O:28])=[CH:25][CH:26]=2)[CH2:18][CH2:17]1)(=[O:6])=[O:5]. Given the reactants Br[CH2:2][CH2:3][S:4]([CH3:7])(=[O:6])=[O:5].C1([N:11]([C:21]2[CH:26]=[CH:25][C:24]([N+:27]([O-:29])=[O:28])=[CH:23][CH:22]=2)[C@H:12]2CC[N:14]([CH2:17][CH2:18]OC)[CH2:13]2)CC1.CCN(CC)CC, predict the reaction product. (3) Given the reactants [Br:1][C:2]1[C:3]([O:14][CH3:15])=[C:4]([CH:12]=[O:13])[CH:5]=[C:6]([S:8]([NH2:11])(=[O:10])=[O:9])[CH:7]=1.C(N(CC)CC)C.[C:23](OC(=O)C)(=[O:25])[CH3:24], predict the reaction product. The product is: [C:23]([NH:11][S:8]([C:6]1[CH:7]=[C:2]([Br:1])[C:3]([O:14][CH3:15])=[C:4]([CH:12]=[O:13])[CH:5]=1)(=[O:10])=[O:9])(=[O:25])[CH3:24]. (4) Given the reactants [NH2:1][C:2]1[CH:29]=[CH:28][C:5]([O:6][C:7]2[N:12]=[CH:11][N:10]=[C:9]([NH:13][C:14]([N:16]3[CH2:21][CH2:20][CH:19]([CH2:22][N:23]4[CH2:27][CH2:26][CH2:25][CH2:24]4)[CH2:18][CH2:17]3)=[O:15])[CH:8]=2)=[C:4]([F:30])[CH:3]=1.[C@]12(CS(O)(=O)=O)C(C)(C)C(CC1)CC2=O.[C:46]1([CH2:52][C:53]([N:55]=[C:56]=[S:57])=[O:54])[CH:51]=[CH:50][CH:49]=[CH:48][CH:47]=1.C(OCC)C, predict the reaction product. The product is: [F:30][C:4]1[CH:3]=[C:2]([NH:1][C:56]([NH:55][C:53](=[O:54])[CH2:52][C:46]2[CH:47]=[CH:48][CH:49]=[CH:50][CH:51]=2)=[S:57])[CH:29]=[CH:28][C:5]=1[O:6][C:7]1[N:12]=[CH:11][N:10]=[C:9]([NH:13][C:14]([N:16]2[CH2:21][CH2:20][CH:19]([CH2:22][N:23]3[CH2:27][CH2:26][CH2:25][CH2:24]3)[CH2:18][CH2:17]2)=[O:15])[CH:8]=1. (5) Given the reactants C1CCN2C(=NCCC2)CC1.[F:12][C:13]1[CH:18]=[CH:17][C:16]([NH:19][C:20]2[N:25]=[CH:24][C:23]3[CH:26]=[C:27]([C:33]4[CH:34]=[N:35][NH:36][CH:37]=4)[N:28](S(C)(=O)=O)[C:22]=3[CH:21]=2)=[CH:15][CH:14]=1, predict the reaction product. The product is: [F:12][C:13]1[CH:14]=[CH:15][C:16]([NH:19][C:20]2[N:25]=[CH:24][C:23]3[CH:26]=[C:27]([C:33]4[CH:37]=[N:36][NH:35][CH:34]=4)[NH:28][C:22]=3[CH:21]=2)=[CH:17][CH:18]=1. (6) The product is: [CH3:11][C:9]1[CH:8]=[CH:7][C:5]([NH2:6])=[C:4]([SH:3])[CH:10]=1. Given the reactants NC1[S:3][C:4]2[CH:10]=[C:9]([CH3:11])[CH:8]=[CH:7][C:5]=2[N:6]=1.C(O)CO.[OH-].[K+].C1(C)C=CC=CC=1, predict the reaction product. (7) Given the reactants [NH:1]1[CH2:5][CH2:4][CH2:3][CH2:2]1.[O:6]1[CH2:9][C:8](=O)[CH2:7]1.C[Si]([C:15]#[N:16])(C)C.[OH-].[Na+], predict the reaction product. The product is: [N:1]1([C:8]2([C:15]#[N:16])[CH2:9][O:6][CH2:7]2)[CH2:5][CH2:4][CH2:3][CH2:2]1. (8) Given the reactants N1[CH:5]=[C:4]([C:6]2[CH:7]=[CH:8][C:9]3[N:10]([CH:12]=[C:13]([C:15]([NH:17][C:18]4[CH:23]=[CH:22][CH:21]=[CH:20][N:19]=4)=[O:16])[N:14]=3)[CH:11]=2)[N:3]=[CH:2]1.ON1[C:29]2N=CC=C[C:28]=2N=N1.CN(C(ON1N=NC2C=CC=NC1=2)=[N+](C)C)C.[F-].FP(F)(F)(F)F.C(N(C(C)C)CC)(C)C.N1C=CC=CC=1N, predict the reaction product. The product is: [N:19]1[CH:20]=[CH:21][CH:22]=[CH:23][C:18]=1[NH:17][C:15]([C:13]1[N:14]=[C:9]2[CH:8]=[CH:7][C:6]([C:4]3[CH:5]=[CH:29][CH:28]=[CH:2][N:3]=3)=[CH:11][N:10]2[CH:12]=1)=[O:16].